This data is from Reaction yield outcomes from USPTO patents with 853,638 reactions. The task is: Predict the reaction yield, written as a fraction of the theoretical maximum amount of product (1.0 means a 100% yield; for example, 0.34 means a 34% yield). The product is [F:1][C:2]1[CH:3]=[C:4]2[C:8](=[CH:9][CH:10]=1)[NH:7][CH:6]=[C:5]2[CH2:11][CH2:12][CH2:13][N:14]([CH:15]1[CH2:24][CH2:23][C:22]2[C:17](=[C:18]([O:26][CH3:27])[CH:19]=[CH:20][C:21]=2[F:25])[CH2:16]1)[CH2:28][CH2:29][CH3:30]. The reactants are [F:1][C:2]1[CH:3]=[C:4]2[C:8](=[CH:9][CH:10]=1)[NH:7][CH:6]=[C:5]2[CH2:11][CH2:12][CH2:13][NH:14][CH:15]1[CH2:24][CH2:23][C:22]2[C:17](=[C:18]([O:26][CH3:27])[CH:19]=[CH:20][C:21]=2[F:25])[CH2:16]1.[CH:28](=O)[CH2:29][CH3:30].C(O)(=O)C.C([BH3-])#N.[Na+]. The yield is 1.00. The catalyst is CO.C(Cl)Cl.CO.